Dataset: Full USPTO retrosynthesis dataset with 1.9M reactions from patents (1976-2016). Task: Predict the reactants needed to synthesize the given product. (1) Given the product [Br:1][C:2]1[CH:3]=[C:4]([C:9]2[O:10][C:11]3[CH:17]=[CH:16][CH:15]=[C:14]([F:18])[C:12]=3[N:13]=2)[C:5]([N:8]([C:19]([O:25][C:26]([CH3:27])([CH3:28])[CH3:29])=[O:30])[C:19](=[O:30])[O:25][C:26]([CH3:29])([CH3:28])[CH3:27])=[N:6][CH:7]=1, predict the reactants needed to synthesize it. The reactants are: [Br:1][C:2]1[CH:3]=[C:4]([C:9]2[O:10][C:11]3[CH:17]=[CH:16][CH:15]=[C:14]([F:18])[C:12]=3[N:13]=2)[C:5]([NH2:8])=[N:6][CH:7]=1.[C:19](=[O:30])([O:25][C:26]([CH3:29])([CH3:28])[CH3:27])OC(C)(C)C. (2) Given the product [CH2:1]([N:8]([CH3:28])[C:9]([CH:11]1[CH2:16][CH2:15][N:14]([C:17]([C:19]2[N:20]([CH2:42][CH2:43][O:44][CH3:45])[C:21]3[C:26]([CH:27]=2)=[CH:25][CH:24]=[CH:23][CH:22]=3)=[O:18])[CH2:13][CH2:12]1)=[O:10])[C:2]1[CH:7]=[CH:6][CH:5]=[CH:4][CH:3]=1, predict the reactants needed to synthesize it. The reactants are: [CH2:1]([N:8]([CH3:28])[C:9]([CH:11]1[CH2:16][CH2:15][N:14]([C:17]([C:19]2[NH:20][C:21]3[C:26]([CH:27]=2)=[CH:25][CH:24]=[CH:23][CH:22]=3)=[O:18])[CH2:13][CH2:12]1)=[O:10])[C:2]1[CH:7]=[CH:6][CH:5]=[CH:4][CH:3]=1.[H-].[Na+].CC1C=CC(S(O[CH2:42][CH2:43][O:44][CH3:45])(=O)=O)=CC=1. (3) Given the product [CH2:1]([O:3][C:4](=[O:39])[CH2:5][CH:6]([C:29]1[CH:38]=[N:37][C:36]2[C:31](=[CH:32][CH:33]=[CH:34][CH:35]=2)[N:30]=1)[CH2:7][CH2:8][CH2:9][CH2:10][CH2:11][CH2:12][C:13]1[CH:18]=[CH:17][CH:16]=[C:15]([N:19]([CH2:20][C:21]2[CH:22]=[CH:23][C:24]([O:27][CH3:28])=[CH:25][CH:26]=2)[CH3:42])[N:14]=1)[CH3:2], predict the reactants needed to synthesize it. The reactants are: [CH2:1]([O:3][C:4](=[O:39])[CH2:5][CH:6]([C:29]1[CH:38]=[N:37][C:36]2[C:31](=[CH:32][CH:33]=[CH:34][CH:35]=2)[N:30]=1)[CH2:7][CH2:8][CH2:9][CH2:10][CH2:11][CH2:12][C:13]1[CH:18]=[CH:17][CH:16]=[C:15]([NH:19][CH2:20][C:21]2[CH:26]=[CH:25][C:24]([O:27][CH3:28])=[CH:23][CH:22]=2)[N:14]=1)[CH3:2].C=O.[C:42](O)(=O)C.[BH3-]C#N.[Na+].